This data is from Peptide-MHC class I binding affinity with 185,985 pairs from IEDB/IMGT. The task is: Regression. Given a peptide amino acid sequence and an MHC pseudo amino acid sequence, predict their binding affinity value. This is MHC class I binding data. (1) The peptide sequence is KEQHKRNYVP. The MHC is Mamu-B03 with pseudo-sequence Mamu-B03. The binding affinity (normalized) is 0. (2) The peptide sequence is ALKSEEKTP. The MHC is H-2-Kd with pseudo-sequence H-2-Kd. The binding affinity (normalized) is 0. (3) The binding affinity (normalized) is 0. The MHC is HLA-A02:01 with pseudo-sequence HLA-A02:01. The peptide sequence is SHLVEALYL. (4) The MHC is HLA-B44:03 with pseudo-sequence HLA-B44:03. The binding affinity (normalized) is 0.705. The peptide sequence is REVLLLTIGL. (5) The peptide sequence is YAMAIRQAI. The MHC is HLA-C04:01 with pseudo-sequence HLA-C04:01. The binding affinity (normalized) is 0.213.